Dataset: Full USPTO retrosynthesis dataset with 1.9M reactions from patents (1976-2016). Task: Predict the reactants needed to synthesize the given product. (1) Given the product [S:25]1[C:26]2[CH:32]=[CH:31][CH:30]=[CH:29][C:27]=2[N:28]=[C:24]1[CH2:23][N:8]1[C:9]2[C:14](=[CH:13][CH:12]=[C:11]([C:15]3[CH:20]=[C:19]([NH2:21])[CH:18]=[C:17]([NH2:22])[CH:16]=3)[CH:10]=2)[C:6]([CH2:5][C:4]([OH:33])=[O:3])=[CH:7]1, predict the reactants needed to synthesize it. The reactants are: C([O:3][C:4](=[O:33])[CH2:5][C:6]1[C:14]2[C:9](=[CH:10][C:11]([C:15]3[CH:20]=[C:19]([NH2:21])[CH:18]=[C:17]([NH2:22])[CH:16]=3)=[CH:12][CH:13]=2)[N:8]([CH2:23][C:24]2[S:25][C:26]3[CH:32]=[CH:31][CH:30]=[CH:29][C:27]=3[N:28]=2)[CH:7]=1)C.[OH-].[Na+]. (2) Given the product [C:44]([NH:1][CH2:2][CH2:3][CH2:4][NH:5][C:6]1[N:11]=[N:10][C:9]([N:12]2[C:20]3[C:15](=[CH:16][C:17]([N:21]([CH2:33][C:34]([OH:36])=[O:35])[S:22]([C:25]4[CH:30]=[C:29]([Cl:31])[CH:28]=[C:27]([Cl:32])[CH:26]=4)(=[O:24])=[O:23])=[CH:18][CH:19]=3)[CH:14]=[CH:13]2)=[CH:8][CH:7]=1)(=[O:45])[CH3:43], predict the reactants needed to synthesize it. The reactants are: [NH2:1][CH2:2][CH2:3][CH2:4][NH:5][C:6]1[N:11]=[N:10][C:9]([N:12]2[C:20]3[C:15](=[CH:16][C:17]([N:21]([CH2:33][C:34]([OH:36])=[O:35])[S:22]([C:25]4[CH:30]=[C:29]([Cl:31])[CH:28]=[C:27]([Cl:32])[CH:26]=4)(=[O:24])=[O:23])=[CH:18][CH:19]=3)[CH:14]=[CH:13]2)=[CH:8][CH:7]=1.N1C=CC=CC=1.[CH3:43][C:44](OC(C)=O)=[O:45]. (3) Given the product [Br:1][C:2]1[CH:3]=[C:4]([CH3:21])[C:5]([N:9]2[C:13]3=[N:14][C:15]([CH3:19])=[CH:16][C:17]([O:18][S:36]([C:35]([F:48])([F:47])[F:34])(=[O:38])=[O:37])=[C:12]3[C:11]([CH3:20])=[CH:10]2)=[C:6]([CH3:8])[CH:7]=1, predict the reactants needed to synthesize it. The reactants are: [Br:1][C:2]1[CH:7]=[C:6]([CH3:8])[C:5]([N:9]2[C:13]3[N:14]=[C:15]([CH3:19])[CH:16]=[C:17]([OH:18])[C:12]=3[C:11]([CH3:20])=[CH:10]2)=[C:4]([CH3:21])[CH:3]=1.C(N(CC)CC)C.C([O-])(O)=O.[Na+].[F:34][C:35]([F:48])([F:47])[S:36](O[S:36]([C:35]([F:48])([F:47])[F:34])(=[O:38])=[O:37])(=[O:38])=[O:37]. (4) Given the product [Cl:15][C:16]1[C:17]2[C:24]([C:25]3[CH:26]=[CH:27][C:28]([O:29][C:30]4[CH:37]=[CH:36][CH:35]=[CH:34][C:31]=4[CH2:32][N:47]([CH2:48][CH3:49])[CH2:45][CH3:46])=[CH:38][CH:39]=3)=[CH:23][N:22]([CH:40]3[CH2:44][CH2:43][O:42][CH2:41]3)[C:18]=2[N:19]=[CH:20][N:21]=1, predict the reactants needed to synthesize it. The reactants are: C(O[BH-](OC(=O)C)OC(=O)C)(=O)C.[Na+].[Cl:15][C:16]1[C:17]2[C:24]([C:25]3[CH:39]=[CH:38][C:28]([O:29][C:30]4[CH:37]=[CH:36][CH:35]=[CH:34][C:31]=4[CH:32]=O)=[CH:27][CH:26]=3)=[CH:23][N:22]([CH:40]3[CH2:44][CH2:43][O:42][CH2:41]3)[C:18]=2[N:19]=[CH:20][N:21]=1.[CH2:45]([NH:47][CH2:48][CH3:49])[CH3:46]. (5) Given the product [Cl:10][C:11]1[CH:12]=[C:13]([C:21]([F:23])([F:24])[F:22])[CH:14]=[C:15]([N+:18]([O-:20])=[O:19])[C:16]=1[O:3][C:4]1[CH:8]=[C:7]([CH3:9])[NH:6][N:5]=1, predict the reactants needed to synthesize it. The reactants are: [H-].[Na+].[OH:3][C:4]1[CH:8]=[C:7]([CH3:9])[NH:6][N:5]=1.[Cl:10][C:11]1[CH:12]=[C:13]([C:21]([F:24])([F:23])[F:22])[CH:14]=[C:15]([N+:18]([O-:20])=[O:19])[C:16]=1F.Cl. (6) Given the product [Cl:20][C:17]1[CH:16]=[CH:15][N:14]=[C:13]([C@@H:9]([N:7]([CH3:8])[C:6](=[O:21])[O:5][C:1]([CH3:4])([CH3:3])[CH3:2])[CH2:10][CH:11]=[O:32])[C:18]=1[F:19], predict the reactants needed to synthesize it. The reactants are: [C:1]([O:5][C:6](=[O:21])[N:7]([C@H:9]([C:13]1[C:18]([F:19])=[C:17]([Cl:20])[CH:16]=[CH:15][N:14]=1)[CH2:10][CH:11]=C)[CH3:8])([CH3:4])([CH3:3])[CH3:2].Cl.CCN(C(C)C)C(C)C.[O:32](C(OC(C)(C)C)=O)C(OC(C)(C)C)=O. (7) Given the product [CH2:1]([N:8]1[C:17](=[O:18])[C:16]2[C:11](=[CH:12][CH:13]=[CH:14][CH:15]=2)[C:10]([C:19]2[C:27]3[C:22](=[CH:23][CH:24]=[CH:25][CH:26]=3)[N:21]([CH2:28][C:29]([OH:31])=[O:30])[C:20]=2[CH3:36])=[N:9]1)[C:2]1[CH:7]=[CH:6][CH:5]=[CH:4][CH:3]=1, predict the reactants needed to synthesize it. The reactants are: [CH2:1]([N:8]1[C:17](=[O:18])[C:16]2[C:11](=[CH:12][CH:13]=[CH:14][CH:15]=2)[C:10]([C:19]2[C:27]3[C:22](=[CH:23][CH:24]=[CH:25][CH:26]=3)[N:21]([CH2:28][C:29]([O:31]C(C)(C)C)=[O:30])[C:20]=2[CH3:36])=[N:9]1)[C:2]1[CH:7]=[CH:6][CH:5]=[CH:4][CH:3]=1.